This data is from Retrosynthesis with 50K atom-mapped reactions and 10 reaction types from USPTO. The task is: Predict the reactants needed to synthesize the given product. (1) Given the product COC(=O)c1cc(N2CCCCC2=O)cc(-n2c(C)ccc2-c2cc(C)ccc2OCc2ccc(F)cc2)c1, predict the reactants needed to synthesize it. The reactants are: CC(=O)CCC(=O)c1cc(C)ccc1OCc1ccc(F)cc1.COC(=O)c1cc(N)cc(N2CCCCC2=O)c1. (2) Given the product CC(C)(C)OC(=O)N[C@H]1CC[C@H](N=[N+]=[N-])C1, predict the reactants needed to synthesize it. The reactants are: CC(C)(C)OC(=O)N[C@H]1CC[C@@H](OS(C)(=O)=O)C1.[N-]=[N+]=[N-].